Predict which catalyst facilitates the given reaction. From a dataset of Catalyst prediction with 721,799 reactions and 888 catalyst types from USPTO. (1) Reactant: [O:1]1[CH2:6][CH2:5][N:4]([C:7]2[C:8]3[N:9]([C:13]([C:28]4[CH:40]=[CH:39][C:31]([C:32]([O:34][C:35]([CH3:38])([CH3:37])[CH3:36])=[O:33])=[CH:30][CH:29]=4)=[C:14](/[CH:16]=[CH:17]/[C:18]4[CH:27]=[CH:26][C:25]5[CH2:24][CH2:23][CH2:22][CH2:21][C:20]=5[N:19]=4)[N:15]=3)[N:10]=[CH:11][CH:12]=2)[CH2:3][CH2:2]1.CC1C=CC(S(NN)(=O)=O)=CC=1.C([O-])(=O)C.[Na+]. Product: [O:1]1[CH2:6][CH2:5][N:4]([C:7]2[C:8]3[N:9]([C:13]([C:28]4[CH:29]=[CH:30][C:31]([C:32]([O:34][C:35]([CH3:36])([CH3:37])[CH3:38])=[O:33])=[CH:39][CH:40]=4)=[C:14]([CH2:16][CH2:17][C:18]4[CH:27]=[CH:26][C:25]5[CH2:24][CH2:23][CH2:22][CH2:21][C:20]=5[N:19]=4)[N:15]=3)[N:10]=[CH:11][CH:12]=2)[CH2:3][CH2:2]1. The catalyst class is: 149. (2) Reactant: O=[C:2]([C:6]1([C:9]([F:12])([F:11])[F:10])[CH2:8][CH2:7]1)[CH2:3][C:4]#[N:5].Cl.[C:14]1([NH:20][NH2:21])[CH:19]=[CH:18][CH:17]=[CH:16][CH:15]=1. Product: [C:14]1([N:20]2[C:4]([NH2:5])=[CH:3][C:2]([C:6]3([C:9]([F:10])([F:11])[F:12])[CH2:8][CH2:7]3)=[N:21]2)[CH:19]=[CH:18][CH:17]=[CH:16][CH:15]=1. The catalyst class is: 88. (3) Reactant: [OH-].[K+].[OH:3][C:4]1[CH:19]=[CH:18][C:7]([C:8]([O:10][CH2:11][C:12]2[CH:17]=[CH:16][CH:15]=[CH:14][CH:13]=2)=[O:9])=[CH:6][CH:5]=1.Br[CH2:21][CH2:22][CH2:23][CH:24]([CH3:26])[CH3:25]. Product: [CH2:11]([O:10][C:8](=[O:9])[C:7]1[CH:18]=[CH:19][C:4]([O:3][CH2:21][CH2:22][CH2:23][CH:24]([CH3:26])[CH3:25])=[CH:5][CH:6]=1)[C:12]1[CH:17]=[CH:16][CH:15]=[CH:14][CH:13]=1. The catalyst class is: 16. (4) Reactant: Cl.Cl.[NH2:3][C@@H:4]1[CH2:6][C@H:5]1[C:7]1[CH:8]=[C:9]([CH:22]=[CH:23][CH:24]=1)[C:10]([NH:12][C:13]1[CH:14]=[N:15][N:16]([CH2:18][CH:19]2[CH2:21][CH2:20]2)[CH:17]=1)=[O:11].C(=O)([O-])O.[Na+].[CH:30]1([CH:33]=O)[CH2:32][CH2:31]1.[BH4-].[Na+].[C:45](O[C:45]([O:47][C:48]([CH3:51])([CH3:50])[CH3:49])=[O:46])([O:47][C:48]([CH3:51])([CH3:50])[CH3:49])=[O:46]. Product: [CH:30]1([CH2:33][N:3]([C@@H:4]2[CH2:6][C@H:5]2[C:7]2[CH:24]=[CH:23][CH:22]=[C:9]([C:10](=[O:11])[NH:12][C:13]3[CH:14]=[N:15][N:16]([CH2:18][CH:19]4[CH2:20][CH2:21]4)[CH:17]=3)[CH:8]=2)[C:45](=[O:46])[O:47][C:48]([CH3:49])([CH3:50])[CH3:51])[CH2:32][CH2:31]1. The catalyst class is: 87. (5) Reactant: F[C:2]1[CH:7]=[CH:6][C:5]([N+:8]([O-:10])=[O:9])=[CH:4][CH:3]=1.[C:11]([C:16]1[CH:21]=[CH:20][C:19]([OH:22])=[CH:18][CH:17]=1)([CH2:14][CH3:15])([CH3:13])[CH3:12].C([O-])([O-])=O.[K+].[K+]. Product: [N+:8]([C:5]1[CH:6]=[CH:7][C:2]([O:22][C:19]2[CH:20]=[CH:21][C:16]([C:11]([CH2:14][CH3:15])([CH3:12])[CH3:13])=[CH:17][CH:18]=2)=[CH:3][CH:4]=1)([O-:10])=[O:9]. The catalyst class is: 16. (6) Reactant: [F:1][C:2]([F:15])([F:14])[C:3]1[CH:4]=[C:5]2[C:9](=[CH:10][CH:11]=1)[NH:8][C:7]([CH2:12][OH:13])=[CH:6]2.[OH-].[K+].FC(F)(F)S([O-])(=O)=O.[C:26]1([S+](C2C=CC=CC=2)C=C)C=CC=C[CH:27]=1. Product: [F:15][C:2]([F:14])([F:1])[C:3]1[CH:11]=[CH:10][C:9]2[N:8]3[CH2:26][CH2:27][O:13][CH2:12][C:7]3=[CH:6][C:5]=2[CH:4]=1. The catalyst class is: 4.